Dataset: Full USPTO retrosynthesis dataset with 1.9M reactions from patents (1976-2016). Task: Predict the reactants needed to synthesize the given product. (1) Given the product [CH3:42][O:41][C:38]1[N:39]=[CH:40][C:35]([N:33]2[C:25]([C:21]3[N:20]([S:17]([C:11]4[CH:16]=[CH:15][CH:14]=[CH:13][CH:12]=4)(=[O:19])=[O:18])[CH:24]=[CH:23][CH:22]=3)=[CH:26][C:2]([C:1]([O:8][CH2:9][CH3:10])=[O:7])=[N:34]2)=[CH:36][CH:37]=1, predict the reactants needed to synthesize it. The reactants are: [C:1]([O:8][CH2:9][CH3:10])(=[O:7])[C:2](OCC)=O.[C:11]1([S:17]([N:20]2[CH:24]=[CH:23][CH:22]=[C:21]2[C:25](=O)[CH3:26])(=[O:19])=[O:18])[CH:16]=[CH:15][CH:14]=[CH:13][CH:12]=1.[O-]CC.[Na+].Cl.[NH:33]([C:35]1[CH:36]=[CH:37][C:38]([O:41][CH3:42])=[N:39][CH:40]=1)[NH2:34]. (2) Given the product [C:12]([O:11][C:9](=[O:10])[NH:16][CH2:17][CH2:18][NH:19][C:5]1[N:4]=[CH:3][C:2]([Br:1])=[CH:7][N:6]=1)([CH3:15])([CH3:13])[CH3:14], predict the reactants needed to synthesize it. The reactants are: [Br:1][C:2]1[CH:3]=[N:4][C:5](Cl)=[N:6][CH:7]=1.[C:9]([NH:16][CH2:17][CH2:18][NH2:19])([O:11][C:12]([CH3:15])([CH3:14])[CH3:13])=[O:10].C(N(CC)CC)C.